From a dataset of Forward reaction prediction with 1.9M reactions from USPTO patents (1976-2016). Predict the product of the given reaction. (1) Given the reactants [Br:1][C:2]1[CH:3]=[C:4]([C:8]2[CH:24]=[C:11]3[N:12]=[C:13]([CH3:23])[C:14]([C@H:17]([OH:22])[C:18]([O:20][CH3:21])=[O:19])=[C:15]([Cl:16])[N:10]3[N:9]=2)[CH:5]=[CH:6][CH:7]=1.[C:25](OC(=O)C)([CH3:28])([CH3:27])[CH3:26].Cl(O)(=O)(=O)=O, predict the reaction product. The product is: [Br:1][C:2]1[CH:3]=[C:4]([C:8]2[CH:24]=[C:11]3[N:12]=[C:13]([CH3:23])[C:14]([C@H:17]([O:22][C:25]([CH3:28])([CH3:27])[CH3:26])[C:18]([O:20][CH3:21])=[O:19])=[C:15]([Cl:16])[N:10]3[N:9]=2)[CH:5]=[CH:6][CH:7]=1. (2) Given the reactants N(C(C)C)C(C)C.[Br:8][C:9]1[CH:14]=[CH:13][C:12]([O:15][CH3:16])=[CH:11][N:10]=1.[Li+].CC([N-]C(C)C)C.[C:25](=[O:27])=[O:26].[OH-].[Na+], predict the reaction product. The product is: [Br:8][C:9]1[CH:14]=[C:13]([C:12]([O:15][CH3:16])=[CH:11][N:10]=1)[C:25]([OH:27])=[O:26]. (3) Given the reactants [H-].[H-].COCCO[Al+]OCCOC.[Na+].[CH2:15]([N:22]([CH2:30][CH:31]([C:37](OCC)=[O:38])[C:32](OCC)=[O:33])[CH2:23][C:24]1[CH:29]=[CH:28][CH:27]=[CH:26][CH:25]=1)[C:16]1[CH:21]=[CH:20][CH:19]=[CH:18][CH:17]=1.CCCCCCC, predict the reaction product. The product is: [CH2:15]([N:22]([CH2:30][CH:31]([CH2:37][OH:38])[CH2:32][OH:33])[CH2:23][C:24]1[CH:29]=[CH:28][CH:27]=[CH:26][CH:25]=1)[C:16]1[CH:17]=[CH:18][CH:19]=[CH:20][CH:21]=1. (4) Given the reactants [NH2:1][C:2]1[CH:7]=[CH:6][C:5]([F:8])=[CH:4][N:3]=1.[C:9](Cl)(Cl)=S.[Cl:13][C:14]1[CH:19]=[CH:18][CH:17]=[C:16]([Cl:20])[C:15]=1[C:21]1[NH:22][C:23]2[CH:29]=[C:28]([C:30]([NH:32][NH2:33])=[O:31])[CH:27]=[CH:26][C:24]=2[N:25]=1.CCN=C=NCCCN(C)C, predict the reaction product. The product is: [Cl:13][C:14]1[CH:19]=[CH:18][CH:17]=[C:16]([Cl:20])[C:15]=1[C:21]1[NH:22][C:23]2[CH:29]=[C:28]([C:30]3[O:31][C:9]([NH:1][C:2]4[CH:7]=[CH:6][C:5]([F:8])=[CH:4][N:3]=4)=[N:33][N:32]=3)[CH:27]=[CH:26][C:24]=2[N:25]=1. (5) Given the reactants Cl[CH:2]1[NH:6][C:5]2=[C:7]([C:12]([O:14][CH3:15])=[O:13])[CH:8]=[CH:9][C:10]([F:11])=[C:4]2[O:3]1.[N+:16](C1C=CC=CC=1O)([O-])=O.C([O-])([O-])=O.[K+].[K+], predict the reaction product. The product is: [NH2:16][C:2]1[O:3][C:4]2[C:5](=[C:7]([C:12]([O:14][CH3:15])=[O:13])[CH:8]=[CH:9][C:10]=2[F:11])[N:6]=1. (6) Given the reactants [CH3:1][O:2][C:3]1[CH:12]=[C:11]2[C:6]([C:7](=[O:13])[CH:8]=[CH:9][NH:10]2)=[CH:5][C:4]=1B1OC(C)(C)C(C)(C)O1.Cl[C:24]1[N:29]=[N:28][C:27]([N:30]([CH3:41])[CH:31]2[CH2:36][C:35]([CH3:38])([CH3:37])[NH:34][C:33]([CH3:40])([CH3:39])[CH2:32]2)=[CH:26][CH:25]=1.C([O-])([O-])=O.[Na+].[Na+], predict the reaction product. The product is: [CH3:1][O:2][C:3]1[CH:12]=[C:11]2[C:6]([C:7](=[O:13])[CH:8]=[CH:9][NH:10]2)=[CH:5][C:4]=1[C:24]1[N:29]=[N:28][C:27]([N:30]([CH3:41])[CH:31]2[CH2:36][C:35]([CH3:37])([CH3:38])[NH:34][C:33]([CH3:40])([CH3:39])[CH2:32]2)=[CH:26][CH:25]=1.